From a dataset of Forward reaction prediction with 1.9M reactions from USPTO patents (1976-2016). Predict the product of the given reaction. (1) Given the reactants C(OC([N:8]1[CH2:13][CH2:12][C:11](=[CH:14][C:15]2[O:19][N:18]=[C:17]([C:20]3[CH:25]=[CH:24][CH:23]=[CH:22][CH:21]=3)[N:16]=2)[CH2:10][CH2:9]1)=O)(C)(C)C.FC(F)(F)C(O)=O, predict the reaction product. The product is: [C:20]1([C:17]2[N:16]=[C:15]([CH:14]=[C:11]3[CH2:12][CH2:13][NH:8][CH2:9][CH2:10]3)[O:19][N:18]=2)[CH:21]=[CH:22][CH:23]=[CH:24][CH:25]=1. (2) Given the reactants [C:1]([O:5][C:6](=[O:19])[NH:7][C@@H:8]([C@@H:16]1[CH2:18][O:17]1)[CH2:9][C:10]1[CH:15]=[CH:14][CH:13]=[CH:12][CH:11]=1)([CH3:4])([CH3:3])[CH3:2].[NH:20]1[C:28]2[C:23](=[CH:24][CH:25]=[CH:26][CH:27]=2)[CH:22]=[N:21]1, predict the reaction product. The product is: [C:1]([O:5][C:6](=[O:19])[NH:7][C@H:8]([CH2:9][C:10]1[CH:15]=[CH:14][CH:13]=[CH:12][CH:11]=1)[C@@H:16]([OH:17])[CH2:18][N:21]1[CH:22]=[C:23]2[C:28]([CH:27]=[CH:26][CH:25]=[CH:24]2)=[N:20]1)([CH3:4])([CH3:3])[CH3:2]. (3) Given the reactants C([N:8]1[CH2:12][CH:11]([CH2:13][C:14]2[CH:19]=[C:18]([F:20])[CH:17]=[C:16]([F:21])[CH:15]=2)[CH:10]([C:22]#[N:23])[CH2:9]1)C1C=CC=CC=1.ClC(OC(Cl)C)=O, predict the reaction product. The product is: [F:20][C:18]1[CH:19]=[C:14]([CH:15]=[C:16]([F:21])[CH:17]=1)[CH2:13][CH:11]1[CH2:12][NH:8][CH2:9][CH:10]1[C:22]#[N:23]. (4) Given the reactants [NH2:1][CH2:2][C:3]1[CH:4]=[CH:5][C:6]([CH2:11][N:12]([CH2:23][C:24]2[C:29]([CH3:30])=[CH:28][CH:27]=[CH:26][N:25]=2)[C@@H:13]2[C:22]3[C:17](=[CH:18][CH:19]=[CH:20]C=3)[CH2:16][CH2:15][CH2:14]2)=[C:7]([CH2:9][OH:10])[CH:8]=1.[C:31]1([C@H:37]([CH2:41][CH3:42])[C:38]([OH:40])=O)[CH:36]=[CH:35][CH:34]=[CH:33][CH:32]=1.CC[N:45]=C=NCCCN(C)C.C1C=CC2N(O)N=NC=2C=1.CCN(C(C)C)C(C)C, predict the reaction product. The product is: [OH:10][CH2:9][C:7]1[CH:8]=[C:3]([CH:4]=[CH:5][C:6]=1[CH2:11][N:12]([CH2:23][C:24]1[C:29]([CH3:30])=[CH:28][CH:27]=[CH:26][N:25]=1)[CH:13]1[C:22]2[N:45]=[CH:20][CH:19]=[CH:18][C:17]=2[CH2:16][CH2:15][CH2:14]1)[CH2:2][NH:1][C:38](=[O:40])[CH:37]([C:31]1[CH:32]=[CH:33][CH:34]=[CH:35][CH:36]=1)[CH2:41][CH3:42].